Dataset: Experimentally validated miRNA-target interactions with 360,000+ pairs, plus equal number of negative samples. Task: Binary Classification. Given a miRNA mature sequence and a target amino acid sequence, predict their likelihood of interaction. (1) The miRNA is hsa-miR-6083 with sequence CUUAUAUCAGAGGCUGUGGG. The protein sequence of the target gene is MSFPNSSPAANTFLVDSLISACRSDSFYSSSASMYMPPPSADMGTYGMQTCGLLPSLAKREVNHQNMGMNVHPYIPQVDSWTDPNRSCRIEQPVTQQVPTCSFTANIKEESNCCMYSDKRNKLISAEVPSYQRLVPESCPVENPEVPVPGYFRLSQTYATGKTQEYNNSPEGSSTVMLQLNPRGAAKPQLSAAQLQMEKKMNESASGQEPTKVSQVESPEAKGGLPEDRSCLAEVSVSSPEVQEKESKEEIKSDTPTSNWLTAKSGRKKRCPYTKHQTLELEKEFLFNMYLTRERRLEIS.... Result: 0 (no interaction). (2) The miRNA is cel-miR-1022-5p with sequence AAGAUCAUUGUUAGGACGCCAUC. The protein sequence of the target gene is MSKKPVAQRKQLTLSSFIGLDGNSQSQPKSRAASVRSKPPAVYNPIFLDASSSDDETTEISSQSNNGTIATKKSSRDPRTAKLKKHTYLDLSVSPLAKLSAKKYARDSPKKPTSLDLSVSPLAELLAKKSDRDSPKKPVQNENSYTYRGLSESPVENKSIGDTLRKPPQKERKTSIVWLSDSPEKKVTQNERKILDSPLQRFSFEDFPNKENGNRHHLLTLPDSPPPPQPVKKPEKTMWQNETKTIQDKDSPANPLVSNNLASISTLLDSSRAPNTYKGSSRNLFEDSPEKSGSGEQGYK.... Result: 0 (no interaction). (3) The miRNA is mmu-miR-466q with sequence GUGCACACACACACAUACGU. The protein sequence of the target gene is MYDLITGDSIVSAEAVWDHVTMANRELAFKAGDVIKVLDASNKDWWWGQIDDEEGWFPASFVRLWVNQEDGVEEGPSDVQNGHLDPNSDCLCLGRPLQNRDQMRANVINEIMSTERHYIKHLKDICEGYLKQCRKRRDMFSDEQLKVIFGNIEDIYRFQMGFVRDLEKQYNNDDPHLSEIGPCFLEHQDGFWIYSEYCNNHLDACMELSKLMKDSRYQHFFEACRLLQQMIDIAIDGFLLTPVQKICKYPLQLAELLKYTAQDHSDYRYVAAALAVMRNVTQQINERKRRLENIDKIAQW.... Result: 1 (interaction). (4) The miRNA is hsa-miR-590-3p with sequence UAAUUUUAUGUAUAAGCUAGU. The protein sequence of the target gene is MSSGESHQEQLSQSDPSPSPNSCSSFELIDMDASSSYEPVSPHWFYCKVLDSKELWIPFNSEDSQQLEDAYGSGKDCNERIVPTDGGRYDVHLGERMRYAVYWDELPSEVRRCTWFYKGDKDNKYVPYSESFSQVLEDTYMLAVTLDEWKKKIESPNREIIVLHNPKLMVHYQPIAGSDEWGSTSTEQGRPRSVKRGVENIPVDIHCGEPLQIDHLVFVVHGIGPACDLRFRSIVQCVNDFRSVSLNLLQTHFKKAQENEQIGRVEFLPVNWHSPLHSTGVDIDLQRITLPSINRLRHFT.... Result: 0 (no interaction). (5) The miRNA is mmu-miR-143-5p with sequence GGUGCAGUGCUGCAUCUCUGG. The protein sequence of the target gene is MGSRIKQNPETTFEVYVEVAYPRTGGTLSDPEVQRQFPEDYSDQEVLQTLTKFCFPFYVDSLTVSQVGQNFTFVLTDIDSKQRFGFCRLSSGAKSCFCILSYLPWFEVFYKLLNILADYTTKRQESQWNELLETLHRLPIPDPGVSVHLSVHSYFTVPDSRELPSIPENRNLTEYFVAVDVNNMLHLYASMLYERRILIICSKLSTLTACIHGSAAMLYPMYWQHVYIPVLPPHLLDYCCAPMPYLIGIHLSLMEKVRNMALDDVVILNVDTNTLETPFDDLQSLPNDVISSLKNRLKKV.... Result: 0 (no interaction). (6) The miRNA is mmu-miR-3100-5p with sequence UUGGGAACGGGGUGUCUUUGGGA. The protein sequence of the target gene is MAGRSVRVPRRGSAGTQSRGQLAAGRDLLAREQEYKRLNEELEAKTADLVRQAEEVIREQQEVRARPFSALTTSCKEEGGSSSRDLLSSEGTHPWTETKPKTKNTGPVNKIQNRLHSADKERKTNSSAKLKYPDAQTANDVAIPDDFSDFSLAKTISRIEGQLDEDGLPECAEDDSFCGVSKDIGTEAQIRFLKAKLHVMQEELDSVVCECSKKEDKIQDLKSKVKNLEEDCVRQQRTVTSQQSQIEKYKNLFEEANKKCDELQQQLSSVERELESKRRLQKQAASSQSATEVRLNRALE.... Result: 0 (no interaction). (7) The miRNA is hsa-let-7e-5p with sequence UGAGGUAGGAGGUUGUAUAGUU. The protein sequence of the target gene is MDYLLMIFSLLFVACQGAPETAVLGAELSAVGENGGEKPTPSPPWRLRRSKRCSCSSLMDKECVYFCHLDIIWVNTPEHVVPYGLGSPRSKRALENLLPTKATDRENRCQCASQKDKKCWNFCQAGKELRAEDIMEKDWNNHKKGKDCSKLGKKCIYQQLVRGRKIRRSSEEHLRQTRSETMRNSVKSSFHDPKLKGKPSRERYVTHNRAHW. Result: 1 (interaction).